Predict the product of the given reaction. From a dataset of Forward reaction prediction with 1.9M reactions from USPTO patents (1976-2016). (1) Given the reactants Cl[C:2]1(C(O)=O)[C:4]2([CH2:9][CH2:8][C:7]([C:25]#[N:26])([C:10]3[C:18]4[C:17]5[CH:19]=[CH:20][CH:21]=[CH:22][C:16]=5[O:15][C:14]=4[C:13]([O:23][CH3:24])=[CH:12][CH:11]=3)[CH2:6][CH2:5]2)[O:3]1.[OH2:30], predict the reaction product. The product is: [C:25]([C:7]1([C:10]2[C:18]3[C:17]4[CH:19]=[CH:20][CH:21]=[CH:22][C:16]=4[O:15][C:14]=3[C:13]([O:23][CH3:24])=[CH:12][CH:11]=2)[CH2:8][CH2:9][CH:4]([C:2]([OH:3])=[O:30])[CH2:5][CH2:6]1)#[N:26]. (2) Given the reactants Cl.N[C@@H:3]([C:14]1[CH:19]=[CH:18][C:17]([F:20])=[CH:16][CH:15]=1)[CH2:4][CH2:5][CH:6]([C:12]#[N:13])[C:7]([O:9][CH2:10][CH3:11])=[O:8].[CH3:21][CH2:22][OH:23], predict the reaction product. The product is: [CH2:22]([O:23][C:12]1[NH:13][C@@H:3]([C:14]2[CH:19]=[CH:18][C:17]([F:20])=[CH:16][CH:15]=2)[CH2:4][CH2:5][C:6]=1[C:7]([O:9][CH2:10][CH3:11])=[O:8])[CH3:21].